The task is: Regression. Given two drug SMILES strings and cell line genomic features, predict the synergy score measuring deviation from expected non-interaction effect.. This data is from NCI-60 drug combinations with 297,098 pairs across 59 cell lines. Drug 1: CC1=C2C(C(=O)C3(C(CC4C(C3C(C(C2(C)C)(CC1OC(=O)C(C(C5=CC=CC=C5)NC(=O)C6=CC=CC=C6)O)O)OC(=O)C7=CC=CC=C7)(CO4)OC(=O)C)O)C)OC(=O)C. Drug 2: CC=C1C(=O)NC(C(=O)OC2CC(=O)NC(C(=O)NC(CSSCCC=C2)C(=O)N1)C(C)C)C(C)C. Cell line: OVCAR-4. Synergy scores: CSS=18.9, Synergy_ZIP=-4.19, Synergy_Bliss=-3.92, Synergy_Loewe=-13.2, Synergy_HSA=-1.74.